This data is from Antibody developability classification from SAbDab with 2,409 antibodies. The task is: Regression/Classification. Given an antibody's heavy chain and light chain sequences, predict its developability. TAP uses regression for 5 developability metrics; SAbDab uses binary classification. (1) The antibody is ['QVQLKESGPGLLQPSQTLSLTCTVSGISLSDYGVHWVRQAPGKGLEWMGIIGHAGGTDYNSNLKSRVSISRDTSKSQVFLKLNSLQQEDTAMYFCARHFYTYFDVWGQGIQVTVSS', 'SYTLTQPPLVSVALGQKATITCSGDKLSDVYVHWYQQKAGQAPVLVIYEDNRRPSGIPDHFSGSNSGNMATLTISKAQAGDEADYYCQSWDGTNSAWVFGSGTKVTVL']. Result: 0 (not developable). (2) The antibody is ['QSLEESGGDLVQPGASLTLTCKASGFSFGNNYDMCWVRQAPGKGLEWIGCIETGSSDSAAYATWAKGRFTISKTSSTTVTLQMTSLTAADTATYFCARNFDLWGPGTLVIVSS', 'QVLTQTPSSVSTAVGSAVTINCQSSQNVYSNNNLAWFQQKPGQPPRLLIYDASKLASGVPSRFKGSGSGTQFTFTISDVQCDDAATFYCLGGYDCSSGDCAAFGGGTEVVVR']. Result: 0 (not developable). (3) The antibody is ['1tjg', 'PROT_09A57F9F']. Result: 0 (not developable). (4) The antibody is ['EVKLVESGGGVVQPGGSRKLSCAASGFTFSDYGMAWVRQAPGKGPEWVTFISNMAYSIYYADTVTGRFTISRENAKNTLHLEMSSLRSEDTAMYYCTRAIFDYAGYWYFDVWGAGTTVTVSS', 'DIVLTQSPASLAVSLGQRATISCRASESVEYYGTSLMQWFQQKPGQPPRLLIHGASNVQSGVPARFSGSGSGTDFSLNIHPVEEDDFAMYFCQQSTKVPWTFGGGTKLEIK']. Result: 0 (not developable). (5) The antibody is ['QVQLVESGGGLVKPGASLKLSCKASGYTFTSYGMHWVRQAPGKGLEWMGGIIPIFGTANYNEKVKGRFTISRDKSKSTAYLQLSSLTSEDTAVYYCARAPGYSNAYYFDYWGQGTLVTV', 'DIVMTQSPASLSASLGERVTITCRASEGIYHWLAWYQQKPGQSPKLLIYKASSLASGVPSRFSGSGSGTDFTLTISSLEPEDFATYYCQQYSNYPLTFGGGTKLEIK']. Result: 0 (not developable). (6) The antibody is ['EVQLVESGGGLVQPGGSLRLSCAASGFTFSDYGIAWVRQAPGKGLEWVAFISDLAYTIYYADTVTGRFTISRDNSKNTLYLQMNSLRAEDTAVYYCARDNWDAMDYWGQGTLVTVSS', 'DIQMTQSPSSLSASVGDRVTITCRSSQSLVHNNANTYLHWYQQKPGKAPKLLIYKVSNRFSGVPSRFSGSGSGTDFTLTISSLQPEDFATYYCSQNTLVPWTFGQGTKVEIK']. Result: 0 (not developable).